From a dataset of Full USPTO retrosynthesis dataset with 1.9M reactions from patents (1976-2016). Predict the reactants needed to synthesize the given product. (1) Given the product [Br:27][C:3]1[C:4]([OH:26])=[C:5]([CH:24]=[O:25])[C:6]2[O:17][C:16]3[C:15]([C:18]([OH:20])=[O:19])=[CH:14][C:13]([O:21][CH3:22])=[C:12]([CH3:23])[C:11]=3[O:10][C:8](=[O:9])[C:7]=2[C:2]=1[CH3:1], predict the reactants needed to synthesize it. The reactants are: [CH3:1][C:2]1[C:7]2[C:8]([O:10][C:11]3[C:12]([CH3:23])=[C:13]([O:21][CH3:22])[CH:14]=[C:15]([C:18]([OH:20])=[O:19])[C:16]=3[O:17][C:6]=2[C:5]([CH:24]=[O:25])=[C:4]([OH:26])[CH:3]=1)=[O:9].[Br:27]Br.O. (2) Given the product [CH:5]1([C@@H:2]2[CH2:3][O:4][C:22](=[O:24])[NH:1]2)[CH2:10][CH2:9][CH2:8][CH2:7][CH2:6]1, predict the reactants needed to synthesize it. The reactants are: [NH2:1][C@H:2]([CH:5]1[CH2:10][CH2:9][CH2:8][CH2:7][CH2:6]1)[CH2:3][OH:4].Cl.CCN(C(C)C)C(C)C.Cl[C:22](Cl)([O:24]C(=O)OC(Cl)(Cl)Cl)Cl. (3) Given the product [NH2:27][C:28]1[CH:33]=[C:32]([C:2]2[CH:7]=[CH:6][C:5]([C@@H:8]([N:10]3[CH2:15][CH2:14][C@:13]([CH2:22][CH2:23][CH2:24][OH:25])([C:16]4[CH:17]=[CH:18][CH:19]=[CH:20][CH:21]=4)[O:12][C:11]3=[O:26])[CH3:9])=[CH:4][CH:3]=2)[CH:31]=[CH:30][N:29]=1, predict the reactants needed to synthesize it. The reactants are: Br[C:2]1[CH:7]=[CH:6][C:5]([C@@H:8]([N:10]2[CH2:15][CH2:14][C@:13]([CH2:22][CH2:23][CH2:24][OH:25])([C:16]3[CH:21]=[CH:20][CH:19]=[CH:18][CH:17]=3)[O:12][C:11]2=[O:26])[CH3:9])=[CH:4][CH:3]=1.[NH2:27][C:28]1[CH:33]=[C:32](Br)[CH:31]=[CH:30][N:29]=1.